This data is from Reaction yield outcomes from USPTO patents with 853,638 reactions. The task is: Predict the reaction yield, written as a fraction of the theoretical maximum amount of product (1.0 means a 100% yield; for example, 0.34 means a 34% yield). The reactants are [Br:1][C:2]1[CH:3]=[C:4]([OH:9])[C:5]([Cl:8])=[N:6][CH:7]=1.IC.[C:12]([O-])([O-])=O.[K+].[K+]. The catalyst is C(#N)C. The product is [Br:1][C:2]1[CH:3]=[C:4]([O:9][CH3:12])[C:5]([Cl:8])=[N:6][CH:7]=1. The yield is 0.810.